Dataset: Forward reaction prediction with 1.9M reactions from USPTO patents (1976-2016). Task: Predict the product of the given reaction. (1) Given the reactants [Br:1][C:2]1[C:7]([OH:8])=[CH:6][CH:5]=[C:4]([CH2:9][OH:10])[N:3]=1.C([O-])([O-])=O.[K+].[K+].Br[CH2:18][CH2:19][O:20][Si:21]([C:24]([CH3:27])([CH3:26])[CH3:25])([CH3:23])[CH3:22], predict the reaction product. The product is: [Br:1][C:2]1[N:3]=[C:4]([CH2:9][OH:10])[CH:5]=[CH:6][C:7]=1[O:8][CH2:18][CH2:19][O:20][Si:21]([C:24]([CH3:27])([CH3:26])[CH3:25])([CH3:23])[CH3:22]. (2) Given the reactants [CH2:1]([O:8][C:9](=[O:24])[NH:10][C:11]1[CH:12]=[C:13]2[C:18](=[CH:19][C:20]=1[O:21][CH3:22])[N:17]=[CH:16][CH:15]=[C:14]2Cl)[C:2]1[CH:7]=[CH:6][CH:5]=[CH:4][CH:3]=1.[F:25][C:26]1[CH:27]=[C:28]([OH:35])[CH:29]=[CH:30][C:31]=1[N+:32]([O-:34])=[O:33].C(N(CC)C(C)C)(C)C.C(=O)(O)[O-].[Na+], predict the reaction product. The product is: [CH2:1]([O:8][C:9](=[O:24])[NH:10][C:11]1[CH:12]=[C:13]2[C:18](=[CH:19][C:20]=1[O:21][CH3:22])[N:17]=[CH:16][CH:15]=[C:14]2[O:35][C:28]1[CH:29]=[CH:30][C:31]([N+:32]([O-:34])=[O:33])=[C:26]([F:25])[CH:27]=1)[C:2]1[CH:7]=[CH:6][CH:5]=[CH:4][CH:3]=1. (3) Given the reactants [CH:1]1[CH:2]=[C:3]([N:9]2[CH2:14][CH2:13][N:12]([CH2:15][CH2:16][CH2:17][CH2:18][O:19][C:20]3[CH:21]=[CH:22][C:23]4[CH2:30][CH2:29][C:27](=[O:28])[NH:26][C:24]=4[CH:25]=3)[CH2:11][CH2:10]2)[C:4]([Cl:8])=[C:5]([Cl:7])[CH:6]=1.C(N(CC)CC)C.[CH2:38]([N:45]=[C:46]=[O:47])[C:39]1[CH:44]=[CH:43][CH:42]=[CH:41][CH:40]=1, predict the reaction product. The product is: [CH2:38]([NH:45][C:46]([N:26]1[C:24]2[C:23](=[CH:22][CH:21]=[C:20]([O:19][CH2:18][CH2:17][CH2:16][CH2:15][N:12]3[CH2:13][CH2:14][N:9]([C:3]4[CH:2]=[CH:1][CH:6]=[C:5]([Cl:7])[C:4]=4[Cl:8])[CH2:10][CH2:11]3)[CH:25]=2)[CH2:30][CH2:29][C:27]1=[O:28])=[O:47])[C:39]1[CH:44]=[CH:43][CH:42]=[CH:41][CH:40]=1. (4) Given the reactants [F:1][C:2]([F:7])([F:6])[C:3]([OH:5])=[O:4].[F:8][C:9]([F:14])([F:13])[C:10]([OH:12])=[O:11].FC(F)(F)C(O)=O.[Cl:22][C:23]1[CH:24]=[N:25][C:26]2[NH:27][C:28]3[CH:29]=[N:30][CH:31]=[C:32]([CH:45]=3)[CH2:33][CH2:34][C:35]3[CH:43]=[C:39]([NH:40][C:41]=1[N:42]=2)[CH:38]=[CH:37][C:36]=3[NH2:44].[C:46]([O:50][C:51]([N:53]1[CH2:58][CH2:57][CH:56]([CH2:59][C:60](O)=[O:61])[CH2:55][CH2:54]1)=[O:52])([CH3:49])([CH3:48])[CH3:47], predict the reaction product. The product is: [F:1][C:2]([F:7])([F:6])[C:3]([OH:5])=[O:4].[F:8][C:9]([F:14])([F:13])[C:10]([OH:12])=[O:11].[Cl:22][C:23]1[CH:24]=[N:25][C:26]2[NH:27][C:28]3[CH:29]=[N:30][CH:31]=[C:32]([CH:45]=3)[CH2:33][CH2:34][C:35]3[CH:43]=[C:39]([NH:40][C:41]=1[N:42]=2)[CH:38]=[CH:37][C:36]=3[NH:44][C:60](=[O:61])[CH2:59][CH:56]1[CH2:57][CH2:58][N:53]([C:51]([O:50][C:46]([CH3:48])([CH3:47])[CH3:49])=[O:52])[CH2:54][CH2:55]1. (5) The product is: [C:4]([CH:5]([C:6]1[CH:11]=[CH:10][CH:9]=[CH:8][CH:7]=1)[NH:14][C:15]1[CH:20]=[CH:19][C:18]([CH3:21])=[CH:17][CH:16]=1)#[CH:3]. Given the reactants C(=O)([O-])O[CH2:3][CH:4]=[CH:5][C:6]1[CH:11]=[CH:10][CH:9]=[CH:8][CH:7]=1.[NH2:14][C:15]1[CH:20]=[CH:19][C:18]([CH3:21])=[CH:17][CH:16]=1, predict the reaction product. (6) Given the reactants [C:1]1([C@@H:7]([NH:9][C:10]2[CH:15]=[C:14](Cl)[N:13]=[CH:12][N:11]=2)[CH3:8])[CH:6]=[CH:5][CH:4]=[CH:3][CH:2]=1.ClC1C=CC(C(N)C)=CC=1.[F:27][C:28]1[CH:37]=[CH:36][C:31]([O:32][CH2:33][CH2:34][NH2:35])=[CH:30][CH:29]=1, predict the reaction product. The product is: [F:27][C:28]1[CH:37]=[CH:36][C:31]([O:32][CH2:33][CH2:34][NH:35][C:14]2[CH:15]=[C:10]([NH:9][C@H:7]([C:1]3[CH:6]=[CH:5][CH:4]=[CH:3][CH:2]=3)[CH3:8])[N:11]=[CH:12][N:13]=2)=[CH:30][CH:29]=1. (7) Given the reactants [CH3:1][C@H:2]1[CH2:7][N:6]2[N:8]=[CH:9][C:10]([N:11]3[CH2:15][CH:14]([C:16]4[CH:21]=[CH:20][CH:19]=[CH:18][CH:17]=4)[O:13][C:12]3=[O:22])=[C:5]2[CH2:4][NH:3]1.CCN(C(C)C)C(C)C.[F:32][C:33]1[CH:34]=[C:35]([NH:41][C:42](=O)[O:43]C2C=CC=CC=2)[CH:36]=[C:37]([F:40])[C:38]=1[F:39], predict the reaction product. The product is: [CH3:1][C@H:2]1[CH2:7][N:6]2[N:8]=[CH:9][C:10]([N:11]3[CH2:15][CH:14]([C:16]4[CH:21]=[CH:20][CH:19]=[CH:18][CH:17]=4)[O:13][C:12]3=[O:22])=[C:5]2[CH2:4][N:3]1[C:42]([NH:41][C:35]1[CH:36]=[C:37]([F:40])[C:38]([F:39])=[C:33]([F:32])[CH:34]=1)=[O:43]. (8) Given the reactants [F:1][C:2]([F:14])([F:13])[O:3][C:4]1[CH:12]=[CH:11][C:7]([C:8]([Cl:10])=[O:9])=[CH:6][CH:5]=1.[N:15]1[CH:20]=CC=[CH:17][CH:16]=1.C(OCC)(=[O:23])C, predict the reaction product. The product is: [ClH:10].[F:1][C:2]([F:14])([F:13])[O:3][C:4]1[CH:12]=[CH:11][C:7]([C:8]([O:23][CH2:17][CH2:16][NH:15][CH3:20])=[O:9])=[CH:6][CH:5]=1. (9) The product is: [CH2:32]([C:34]1[C:39](=[O:40])[N:38]2[N:41]=[CH:42][C:43]([C:44]([NH:46][NH:47][C:7](=[O:9])[C:2]3[CH:3]=[CH:4][CH:5]=[CH:6][N:1]=3)=[O:45])=[C:37]2[NH:36][C:35]=1[CH3:48])[CH3:33]. Given the reactants [N:1]1[CH:6]=[CH:5][CH:4]=[CH:3][C:2]=1[C:7]([OH:9])=O.Cl.CN(C)CCCN=C=NCC.ON1C2C=CC=CC=2N=N1.[CH2:32]([C:34]1[C:39](=[O:40])[N:38]2[N:41]=[CH:42][C:43]([C:44]([NH:46][NH2:47])=[O:45])=[C:37]2[NH:36][C:35]=1[CH3:48])[CH3:33], predict the reaction product.